This data is from Full USPTO retrosynthesis dataset with 1.9M reactions from patents (1976-2016). The task is: Predict the reactants needed to synthesize the given product. (1) Given the product [Si:32]([O:21][CH:17]1[CH2:18][CH2:19][CH2:20][C:14]21[O:13][C:12](=[O:22])[N:11]([C:8]1[CH:7]=[CH:6][C:3]([C:4]#[N:5])=[C:2]([Cl:1])[C:9]=1[CH3:10])[C:15]2=[O:16])([C:28]([CH3:31])([CH3:30])[CH3:29])([CH3:35])[CH3:34], predict the reactants needed to synthesize it. The reactants are: [Cl:1][C:2]1[C:9]([CH3:10])=[C:8]([N:11]2[C:15](=[O:16])[C:14]3([CH2:20][CH2:19][CH2:18][CH:17]3[OH:21])[O:13][C:12]2=[O:22])[CH:7]=[CH:6][C:3]=1[C:4]#[N:5].N1C=CN=C1.[C:28]([Si:32]([CH3:35])([CH3:34])Cl)([CH3:31])([CH3:30])[CH3:29]. (2) Given the product [CH3:30][C:25]1([CH3:31])[C:26]([CH3:29])([CH3:28])[O:27][B:23]([C:2]2[CH:3]=[C:4]3[C:9](=[CH:10][CH:11]=2)[CH2:8][CH:7]([NH:12][C:13](=[O:22])[O:14][CH2:15][C:16]2[CH:21]=[CH:20][CH:19]=[CH:18][CH:17]=2)[CH2:6][CH2:5]3)[O:24]1, predict the reactants needed to synthesize it. The reactants are: Br[C:2]1[CH:3]=[C:4]2[C:9](=[CH:10][CH:11]=1)[CH2:8][CH:7]([NH:12][C:13](=[O:22])[O:14][CH2:15][C:16]1[CH:21]=[CH:20][CH:19]=[CH:18][CH:17]=1)[CH2:6][CH2:5]2.[B:23]1([B:23]2[O:27][C:26]([CH3:29])([CH3:28])[C:25]([CH3:31])([CH3:30])[O:24]2)[O:27][C:26]([CH3:29])([CH3:28])[C:25]([CH3:31])([CH3:30])[O:24]1.C([O-])(=O)C.[K+]. (3) Given the product [NH2:17][CH:18]([C:23]1[CH:28]=[CH:27][C:26]([O:29][CH:30]([CH3:32])[CH3:31])=[C:25]([O:33][CH3:34])[CH:24]=1)[CH2:19][C:20]([O:22][CH3:2])=[O:21], predict the reactants needed to synthesize it. The reactants are: N[CH:2](C1C=CC(OC)=C(OC)C=1)CC(O)=O.[NH2:17][CH:18]([C:23]1[CH:28]=[CH:27][C:26]([O:29][CH:30]([CH3:32])[CH3:31])=[C:25]([O:33][CH3:34])[CH:24]=1)[CH2:19][C:20]([OH:22])=[O:21]. (4) The reactants are: [Cl:1][C:2]1[CH:7]=[CH:6][C:5]([C@H:8]2[C@@H:12]([C:13]3[CH:18]=[CH:17][C:16]([Cl:19])=[CH:15][CH:14]=3)[N:11]([C:20](Cl)=[O:21])[C:10]([C:23]3[CH:28]=[C:27]([C:29]([C:32]#[N:33])([CH3:31])[CH3:30])[CH:26]=[CH:25][C:24]=3[O:34][CH2:35][CH3:36])=[N:9]2)=[CH:4][CH:3]=1.[CH3:37][S:38]([CH2:41][CH2:42][CH2:43][N:44]1[CH2:49][CH2:48][NH:47][CH2:46][CH2:45]1)(=[O:40])=[O:39]. Given the product [Cl:1][C:2]1[CH:3]=[CH:4][C:5]([C@H:8]2[C@@H:12]([C:13]3[CH:14]=[CH:15][C:16]([Cl:19])=[CH:17][CH:18]=3)[N:11]([C:20]([N:47]3[CH2:48][CH2:49][N:44]([CH2:43][CH2:42][CH2:41][S:38]([CH3:37])(=[O:39])=[O:40])[CH2:45][CH2:46]3)=[O:21])[C:10]([C:23]3[CH:28]=[C:27]([C:29]([CH3:30])([CH3:31])[C:32]#[N:33])[CH:26]=[CH:25][C:24]=3[O:34][CH2:35][CH3:36])=[N:9]2)=[CH:6][CH:7]=1, predict the reactants needed to synthesize it. (5) Given the product [NH:21]1[C:29]2[C:24](=[CH:25][C:26]([C:2]3[C:11]([N:12]([CH:14]([CH3:16])[CH3:15])[CH3:13])=[N:10][C:9]4[C:4](=[CH:5][CH:6]=[C:7]([C:17]([OH:19])=[O:18])[CH:8]=4)[N:3]=3)=[CH:27][CH:28]=2)[CH:23]=[CH:22]1, predict the reactants needed to synthesize it. The reactants are: Cl[C:2]1[C:11]([N:12]([CH:14]([CH3:16])[CH3:15])[CH3:13])=[N:10][C:9]2[C:4](=[CH:5][CH:6]=[C:7]([C:17]([O:19]C)=[O:18])[CH:8]=2)[N:3]=1.[NH:21]1[C:29]2[C:24](=[CH:25][C:26](B(O)O)=[CH:27][CH:28]=2)[CH:23]=[CH:22]1.[O-]P([O-])([O-])=O.[K+].[K+].[K+].